Task: Regression/Classification. Given a drug SMILES string, predict its toxicity properties. Task type varies by dataset: regression for continuous values (e.g., LD50, hERG inhibition percentage) or binary classification for toxic/non-toxic outcomes (e.g., AMES mutagenicity, cardiotoxicity, hepatotoxicity). Dataset: herg_karim.. Dataset: hERG potassium channel inhibition data for cardiac toxicity prediction from Karim et al. (1) The drug is O=C1NCCN1CCN1CC=C(c2cn(-c3ccc(F)cc3)c3ccc(Cl)cc23)CC1. The result is 1 (blocker). (2) The molecule is C=CCNc1c(O)cc2c(O)c1C[C@@H](C)C[C@H](OC)[C@H](O)[C@@H](C)C=C(C)[C@H](OC(N)=O)[C@@H](OC)C=CC=C(C)C(=O)N2. The result is 0 (non-blocker). (3) The molecule is CC(=O)N1CCN(Cc2ccc3c(c2)CC[C@H](N2CCN(CCc4ccc(F)cc4)CC2=O)C3)CC1. The result is 0 (non-blocker). (4) The drug is NC1=NC2(CO1)c1cc(-c3cccnc3F)ccc1OC1(CCC1)C21COC1. The result is 0 (non-blocker).